This data is from Reaction yield outcomes from USPTO patents with 853,638 reactions. The task is: Predict the reaction yield, written as a fraction of the theoretical maximum amount of product (1.0 means a 100% yield; for example, 0.34 means a 34% yield). The reactants are Br[C:2]1[CH:3]=[N:4][CH:5]=[C:6]2[C:11]=1[N:10]=[C:9]([C:12]([NH:14][CH2:15][C:16]1[CH:21]=[CH:20][C:19]([S:22]([CH3:25])(=[O:24])=[O:23])=[CH:18][CH:17]=1)=[O:13])[CH:8]=[CH:7]2.[F:26][C:27]1[CH:32]=[CH:31][CH:30]=[CH:29][C:28]=1B(O)O.C(=O)([O-])[O-].[Cs+].[Cs+]. The catalyst is O1CCOCC1.O.C1(P([C-]2C=CC=C2)C2C=CC=CC=2)C=CC=CC=1.[C-]1(P(C2C=CC=CC=2)C2C=CC=CC=2)C=CC=C1.[Fe+2].[Pd](Cl)Cl. The product is [F:26][C:27]1[CH:32]=[CH:31][CH:30]=[CH:29][C:28]=1[C:2]1[CH:3]=[N:4][CH:5]=[C:6]2[C:11]=1[N:10]=[C:9]([C:12]([NH:14][CH2:15][C:16]1[CH:21]=[CH:20][C:19]([S:22]([CH3:25])(=[O:24])=[O:23])=[CH:18][CH:17]=1)=[O:13])[CH:8]=[CH:7]2. The yield is 0.950.